From a dataset of Full USPTO retrosynthesis dataset with 1.9M reactions from patents (1976-2016). Predict the reactants needed to synthesize the given product. Given the product [F:24][C:2]([F:1])([F:23])[C:3]1[S:4][C:5]([CH2:10][CH2:11][O:12][Si:13]([CH:17]([CH3:19])[CH3:18])([CH:20]([CH3:21])[CH3:22])[CH:14]([CH3:16])[CH3:15])=[C:6]([CH:8]=[O:9])[N:7]=1, predict the reactants needed to synthesize it. The reactants are: [F:1][C:2]([F:24])([F:23])[C:3]1[S:4][C:5]([CH2:10][CH2:11][O:12][Si:13]([CH:20]([CH3:22])[CH3:21])([CH:17]([CH3:19])[CH3:18])[CH:14]([CH3:16])[CH3:15])=[C:6]([CH2:8][OH:9])[N:7]=1.C(Cl)Cl.